From a dataset of Peptide-MHC class I binding affinity with 185,985 pairs from IEDB/IMGT. Regression. Given a peptide amino acid sequence and an MHC pseudo amino acid sequence, predict their binding affinity value. This is MHC class I binding data. The peptide sequence is ATYTGVFDK. The binding affinity (normalized) is 0.0847. The MHC is HLA-B18:01 with pseudo-sequence HLA-B18:01.